From a dataset of Forward reaction prediction with 1.9M reactions from USPTO patents (1976-2016). Predict the product of the given reaction. (1) Given the reactants FC(F)(F)S(O[C:7]1[CH:12]=[CH:11][C:10]([C:13]2[CH:18]=[CH:17][C:16]([CH2:19][C:20]([O:22][CH2:23][CH3:24])=[O:21])=[CH:15][CH:14]=2)=[CH:9][CH:8]=1)(=O)=O.[CH3:27][C:28]1([CH3:44])[C:32]([CH3:34])([CH3:33])[O:31][B:30]([B:30]2[O:31][C:32]([CH3:34])([CH3:33])[C:28]([CH3:44])([CH3:27])[O:29]2)[O:29]1.C([O-])(=O)C.[K+], predict the reaction product. The product is: [CH2:23]([O:22][C:20](=[O:21])[CH2:19][C:16]1[CH:17]=[CH:18][C:13]([C:10]2[CH:11]=[CH:12][C:7]([B:30]3[O:31][C:32]([CH3:34])([CH3:33])[C:28]([CH3:44])([CH3:27])[O:29]3)=[CH:8][CH:9]=2)=[CH:14][CH:15]=1)[CH3:24]. (2) The product is: [Br:1][C:2]1[C:3]([CH2:8][OH:9])=[N:4][CH:5]=[CH:6][CH:7]=1. Given the reactants [Br:1][C:2]1[C:3]([C:8](OC)=[O:9])=[N:4][CH:5]=[CH:6][CH:7]=1.[BH4-].[Na+], predict the reaction product. (3) Given the reactants CO[C:3]([C:5]1[N:6]=[C:7]([C:23]#[N:24])[C:8]2[C:13]([C:14]=1[OH:15])=[CH:12][CH:11]=[C:10]([O:16][C:17]1[CH:22]=[CH:21][CH:20]=[CH:19][CH:18]=1)[CH:9]=2)=[O:4].[NH2:25][CH2:26][C:27]1([C:30]([OH:32])=[O:31])[CH2:29][CH2:28]1.C[O-].[Na+].Cl, predict the reaction product. The product is: [C:23]([C:7]1[C:8]2[C:13](=[CH:12][CH:11]=[C:10]([O:16][C:17]3[CH:18]=[CH:19][CH:20]=[CH:21][CH:22]=3)[CH:9]=2)[C:14]([OH:15])=[C:5]([C:3]([NH:25][CH2:26][C:27]2([C:30]([OH:32])=[O:31])[CH2:29][CH2:28]2)=[O:4])[N:6]=1)#[N:24]. (4) Given the reactants Cl.[Br:2][C:3]1[CH:8]=[CH:7][C:6]([CH2:9][C:10]#N)=[C:5]([F:12])[CH:4]=1.C(=O)([O-])[OH:14].[Na+].[CH2:18]([OH:20])[CH3:19], predict the reaction product. The product is: [Br:2][C:3]1[CH:8]=[CH:7][C:6]([CH2:9][C:10]([O:20][CH2:18][CH3:19])=[O:14])=[C:5]([F:12])[CH:4]=1. (5) Given the reactants [O:1]1CCOC[CH2:2]1.[ClH:7].CO.[CH3:10][C:11]([CH3:15])([CH3:14])[C:12]#[N:13], predict the reaction product. The product is: [ClH:7].[CH3:10][C:11]([CH3:15])([CH3:14])[C:12](=[NH:13])[O:1][CH3:2]. (6) Given the reactants [Cl:1][C:2]1[CH:3]=[C:4](/[CH:8]=[CH:9]/[C:10]([NH:12][CH2:13][C:14]([OH:16])=O)=[O:11])[CH:5]=[CH:6][CH:7]=1.CCN(C(C)C)C(C)C.CN(C(ON1N=NC2C=CC=NC1=2)=[N+](C)C)C.F[P-](F)(F)(F)(F)F.Cl.[CH3:51][NH:52][CH:53]1[CH2:58][CH2:57][S:56](=[O:60])(=[O:59])[CH2:55][CH2:54]1, predict the reaction product. The product is: [CH3:51][N:52]([C:14]([CH2:13][NH:12][C:10](/[CH:9]=[CH:8]/[C:4]1[CH:5]=[CH:6][CH:7]=[C:2]([Cl:1])[CH:3]=1)=[O:11])=[O:16])[CH:53]1[CH2:58][CH2:57][S:56](=[O:60])(=[O:59])[CH2:55][CH2:54]1.